Dataset: Forward reaction prediction with 1.9M reactions from USPTO patents (1976-2016). Task: Predict the product of the given reaction. (1) Given the reactants [CH2:1]([O:3][C:4]1[N:8]([C:9]2[C:17]3[O:16][CH2:15][C@@H:14]([N:18](C(=O)C(F)(F)F)[C:19]4[CH:32]=[CH:31][C:22]5[C@H:23]([CH2:26][C:27]([O:29]C)=[O:28])[CH2:24][O:25][C:21]=5[CH:20]=4)[C:13]=3[CH:12]=[CH:11][CH:10]=2)[C:7]2[CH:39]=[CH:40][CH:41]=[CH:42][C:6]=2[N:5]=1)[CH3:2].[OH-].[Na+].Cl, predict the reaction product. The product is: [CH2:1]([O:3][C:4]1[N:8]([C:9]2[C:17]3[O:16][CH2:15][C@@H:14]([NH:18][C:19]4[CH:32]=[CH:31][C:22]5[C@H:23]([CH2:26][C:27]([OH:29])=[O:28])[CH2:24][O:25][C:21]=5[CH:20]=4)[C:13]=3[CH:12]=[CH:11][CH:10]=2)[C:7]2[CH:39]=[CH:40][CH:41]=[CH:42][C:6]=2[N:5]=1)[CH3:2]. (2) Given the reactants [Cl:1][C:2]1[CH:3]=[C:4]([CH:8]=[CH:9][C:10]=1[C:11]([O:13][CH3:14])=[O:12])[C:5]([OH:7])=[O:6].O[N:16]1[C:20](=[O:21])[CH2:19][CH2:18][C:17]1=[O:22], predict the reaction product. The product is: [CH3:14][O:13][C:11](=[O:12])[C:10]1[CH:9]=[CH:8][C:4]([C:5]([O:7][N:16]2[C:20](=[O:21])[CH2:19][CH2:18][C:17]2=[O:22])=[O:6])=[CH:3][C:2]=1[Cl:1]. (3) Given the reactants [C:1]1([CH:8]=[CH:7][C:5]([OH:6])=[CH:4][CH:3]=1)[OH:2].C([O-])([O-])=O.[K+].[K+].F[C:16]1[CH:21]=[CH:20][C:19]([CH3:22])=[CH:18][C:17]=1[N+:23]([O-:25])=[O:24], predict the reaction product. The product is: [CH3:22][C:19]1[CH:20]=[CH:21][C:16]([O:2][C:1]2[CH:8]=[CH:7][C:5]([OH:6])=[CH:4][CH:3]=2)=[C:17]([N+:23]([O-:25])=[O:24])[CH:18]=1. (4) Given the reactants Br[C:2]1[CH:18]=[CH:17][C:5]2[O:6][CH2:7][CH2:8][C:9]3[S:13][C:12]([C:14]([NH2:16])=[O:15])=[N:11][C:10]=3[C:4]=2[CH:3]=1.[C:19]([C:21]1([OH:28])[CH2:25][CH2:24][N:23]([CH3:26])[C:22]1=[O:27])#[CH:20], predict the reaction product. The product is: [OH:28][C:21]1([C:19]#[C:20][C:2]2[CH:18]=[CH:17][C:5]3[O:6][CH2:7][CH2:8][C:9]4[S:13][C:12]([C:14]([NH2:16])=[O:15])=[N:11][C:10]=4[C:4]=3[CH:3]=2)[CH2:25][CH2:24][N:23]([CH3:26])[C:22]1=[O:27]. (5) Given the reactants [CH3:1][S:2][C:3]1[CH:8]=[CH:7][CH:6]=[CH:5][C:4]=1[NH:9]N.[NH:11]1[CH2:16][CH2:15][C:14](=O)[CH2:13][CH2:12]1.Cl, predict the reaction product. The product is: [CH3:1][S:2][C:3]1[C:4]2[NH:9][C:14]3[CH2:15][CH2:16][NH:11][CH2:12][C:13]=3[C:5]=2[CH:6]=[CH:7][CH:8]=1.